This data is from Full USPTO retrosynthesis dataset with 1.9M reactions from patents (1976-2016). The task is: Predict the reactants needed to synthesize the given product. (1) Given the product [CH:9]1([C:12]2[N:17]=[CH:16][C:15]([C:22]3[CH:23]=[CH:24][C:25]4[N:31]5[CH2:32][C@H:28]([CH2:29][CH2:30]5)[N:27]([C:33]([NH:35][C:36]5[CH:41]=[N:40][CH:39]=[CH:38][N:37]=5)=[O:34])[C:26]=4[N:42]=3)=[CH:14][CH:13]=2)[CH2:11][CH2:10]1, predict the reactants needed to synthesize it. The reactants are: P([O-])([O-])([O-])=O.[K+].[K+].[K+].[CH:9]1([C:12]2[N:17]=[CH:16][C:15](B(O)O)=[CH:14][CH:13]=2)[CH2:11][CH2:10]1.Cl[C:22]1[CH:23]=[CH:24][C:25]2[N:31]3[CH2:32][C@H:28]([CH2:29][CH2:30]3)[N:27]([C:33]([NH:35][C:36]3[CH:41]=[N:40][CH:39]=[CH:38][N:37]=3)=[O:34])[C:26]=2[N:42]=1.CC(C1C=C(C(C)C)C(C2C=CC=CC=2P(C2CCCCC2)C2CCCCC2)=C(C(C)C)C=1)C. (2) Given the product [NH2:14][CH2:13][CH2:12][CH2:11][CH2:10][CH:9]([NH:8][C:6]([C:5]1[CH:28]=[CH:29][C:2]([Cl:1])=[C:3]([NH:30][C:31]([C:33]2[C:44](=[O:45])[NH:43][C:36]3[N:37]=[C:38]([O:41][CH3:42])[N:39]=[CH:40][C:35]=3[CH:34]=2)=[O:32])[CH:4]=1)=[O:7])[C:22]1[CH:27]=[CH:26][CH:25]=[CH:24][CH:23]=1, predict the reactants needed to synthesize it. The reactants are: [Cl:1][C:2]1[CH:29]=[CH:28][C:5]([C:6]([NH:8][CH:9]([C:22]2[CH:27]=[CH:26][CH:25]=[CH:24][CH:23]=2)[CH2:10][CH2:11][CH2:12][CH2:13][NH:14]C(=O)OC(C)(C)C)=[O:7])=[CH:4][C:3]=1[NH:30][C:31]([C:33]1[C:44](=[O:45])[NH:43][C:36]2[N:37]=[C:38]([O:41][CH3:42])[N:39]=[CH:40][C:35]=2[CH:34]=1)=[O:32].FC(F)(F)C(O)=O. (3) Given the product [Cl:11][C:12]1[C:17]([CH3:18])=[C:16]([N+:19]([O-:21])=[O:20])[C:15]([C:22]2[CH:27]=[CH:26][CH:25]=[C:24]([F:28])[CH:23]=2)=[C:14]([CH:29]([NH:31][C:2]2[N:10]=[CH:9][N:8]=[C:7]3[C:3]=2[N:4]=[CH:5][NH:6]3)[CH3:30])[CH:13]=1, predict the reactants needed to synthesize it. The reactants are: Br[C:2]1[N:10]=[CH:9][N:8]=[C:7]2[C:3]=1[N:4]=[CH:5][NH:6]2.[Cl:11][C:12]1[C:17]([CH3:18])=[C:16]([N+:19]([O-:21])=[O:20])[C:15]([C:22]2[CH:27]=[CH:26][CH:25]=[C:24]([F:28])[CH:23]=2)=[C:14]([CH:29]([NH2:31])[CH3:30])[CH:13]=1.C(N(CC)C(C)C)(C)C. (4) Given the product [C:2]([C:4]1[CH:5]=[C:6]([C:7]([CH3:10])([CH3:9])[CH3:8])[NH:16][N:15]=1)([CH3:13])([CH3:3])[CH3:1], predict the reactants needed to synthesize it. The reactants are: [CH3:1][C:2]([CH3:13])([C:4](=O)[CH2:5][C:6](=O)[C:7]([CH3:10])([CH3:9])[CH3:8])[CH3:3].O.[NH2:15][NH2:16]. (5) The reactants are: [OH:1][C:2]1[CH:15]=[CH:14][C:5]([CH2:6][CH:7]2[S:11][C:10](=[O:12])[NH:9][C:8]2=[O:13])=[CH:4][CH:3]=1.CC(C)([O-])C.[K+].Br[CH2:23][C:24]([C:26]1[CH:31]=[CH:30][CH:29]=[C:28]([O:32][CH3:33])[CH:27]=1)=[O:25]. Given the product [CH3:33][O:32][C:28]1[CH:27]=[C:26]([C:24](=[O:25])[CH2:23][O:1][C:2]2[CH:15]=[CH:14][C:5]([CH2:6][CH:7]3[S:11][C:10](=[O:12])[NH:9][C:8]3=[O:13])=[CH:4][CH:3]=2)[CH:31]=[CH:30][CH:29]=1, predict the reactants needed to synthesize it.